From a dataset of Reaction yield outcomes from USPTO patents with 853,638 reactions. Predict the reaction yield, written as a fraction of the theoretical maximum amount of product (1.0 means a 100% yield; for example, 0.34 means a 34% yield). (1) The reactants are [C:1]([NH2:9])(=[O:8])[C:2]1[CH:7]=[CH:6][N:5]=[CH:4][CH:3]=1.[Br:10][CH:11]([CH3:13])[CH3:12]. The catalyst is CN(C=O)C. The product is [Br-:10].[CH:11]([N+:5]1[CH:6]=[CH:7][C:2]([C:1]([NH2:9])=[O:8])=[CH:3][CH:4]=1)([CH3:13])[CH3:12]. The yield is 0.650. (2) The reactants are [CH3:1][C:2]1[CH:11]=[CH:10][C:9]2[CH2:8][CH2:7][CH2:6][NH:5][C:4]=2[N:3]=1.[C:12](O[C:12]([O:14][C:15]([CH3:18])([CH3:17])[CH3:16])=[O:13])([O:14][C:15]([CH3:18])([CH3:17])[CH3:16])=[O:13].C(N(CC)CC)C. The catalyst is ClCCl.CN(C1C=CN=CC=1)C. The product is [CH3:1][C:2]1[CH:11]=[CH:10][C:9]2[CH2:8][CH2:7][CH2:6][N:5]([C:12]([O:14][C:15]([CH3:18])([CH3:17])[CH3:16])=[O:13])[C:4]=2[N:3]=1. The yield is 0.690. (3) The reactants are [C:1]([NH:4][C:5]1[CH:6]=[C:7]([CH:11]=[CH:12][N:13]=1)[C:8]([OH:10])=O)(=[O:3])[CH3:2].S(Cl)(Cl)=O.N1C=CC=CC=1.[C:24]([C:28]1[N:29]=[C:30]([NH2:33])[S:31][CH:32]=1)([CH3:27])([CH3:26])[CH3:25]. The catalyst is O.ClCCl. The product is [C:24]([C:28]1[N:29]=[C:30]([NH:33][C:8](=[O:10])[C:7]2[CH:11]=[CH:12][N:13]=[C:5]([NH:4][C:1](=[O:3])[CH3:2])[CH:6]=2)[S:31][CH:32]=1)([CH3:27])([CH3:26])[CH3:25]. The yield is 0.610. (4) The reactants are [C:1]([NH:4][C:5]1[CH:10]=[CH:9][CH:8]=[CH:7][CH:6]=1)(=[O:3])[CH3:2].I[C:12]1[CH:17]=[CH:16][C:15]([C:18]2[CH:23]=[CH:22][C:21]([I:24])=[CH:20][CH:19]=2)=[CH:14][CH:13]=1.C(=O)([O-])[O-].[K+].[K+].[N+](C1C=CC=CC=1)([O-])=O. The catalyst is [Cu]. The product is [I:24][C:21]1[CH:22]=[CH:23][C:18]([C:15]2[CH:16]=[CH:17][C:12]([N:4]([C:1](=[O:3])[CH3:2])[C:5]3[CH:10]=[CH:9][CH:8]=[CH:7][CH:6]=3)=[CH:13][CH:14]=2)=[CH:19][CH:20]=1. The yield is 0.648. (5) The reactants are [CH2:1]([CH:5]1[CH:9](O)[C:8]2[CH:11]=[C:12]([NH:15][C:16](=[O:18])[CH3:17])[CH:13]=[CH:14][C:7]=2[O:6]1)[CH2:2][CH2:3][CH3:4].O.C1(C)C=CC(S(O)(=O)=O)=CC=1. The catalyst is ClCCl. The product is [CH2:1]([C:5]1[O:6][C:7]2[CH:14]=[CH:13][C:12]([NH:15][C:16](=[O:18])[CH3:17])=[CH:11][C:8]=2[CH:9]=1)[CH2:2][CH2:3][CH3:4]. The yield is 0.913. (6) The reactants are [Cl:1][C:2]1[CH:15]=[CH:14][C:5]([O:6][CH2:7][CH2:8][CH2:9][C:10](OC)=O)=[CH:4][CH:3]=1.C(=O)(O)O.[NH2:20][NH:21][C:22]([NH2:24])=[NH:23]. The catalyst is N1C=CC=CC=1. The product is [Cl:1][C:2]1[CH:15]=[CH:14][C:5]([O:6][CH2:7][CH2:8][CH2:9][C:10]2[N:23]=[C:22]([NH2:24])[NH:21][N:20]=2)=[CH:4][CH:3]=1. The yield is 0.720. (7) The reactants are C(O[C:4]([C:6]1[C:10]([Br:11])=[C:9]([C:12]2[CH:17]=[CH:16][C:15]([O:18][S:19]([CH2:22][CH2:23][CH3:24])(=[O:21])=[O:20])=[CH:14][CH:13]=2)[N:8]([C:25]2[CH:30]=[CH:29][C:28]([Cl:31])=[CH:27][C:26]=2[Cl:32])[N:7]=1)=[O:5])C.Cl.[NH2:34][N:35]1[CH2:40][CH2:39][CH2:38][CH2:37][CH2:36]1. No catalyst specified. The product is [Br:11][C:10]1[C:6]([C:4](=[O:5])[NH:34][N:35]2[CH2:40][CH2:39][CH2:38][CH2:37][CH2:36]2)=[N:7][N:8]([C:25]2[CH:30]=[CH:29][C:28]([Cl:31])=[CH:27][C:26]=2[Cl:32])[C:9]=1[C:12]1[CH:17]=[CH:16][C:15]([O:18][S:19]([CH2:22][CH2:23][CH3:24])(=[O:21])=[O:20])=[CH:14][CH:13]=1. The yield is 0.250.